The task is: Predict the reaction yield, written as a fraction of the theoretical maximum amount of product (1.0 means a 100% yield; for example, 0.34 means a 34% yield).. This data is from Reaction yield outcomes from USPTO patents with 853,638 reactions. The reactants are [H-].[Na+].[O:3]([C:10]1[CH:33]=[CH:32][C:13]([C:14]([NH:16][C:17]2[CH:31]=[CH:30][C:20]([CH2:21][P:22](=[O:29])([O:26][CH2:27][CH3:28])[O:23][CH2:24][CH3:25])=[CH:19][CH:18]=2)=[O:15])=[CH:12][CH:11]=1)[C:4]1[CH:9]=[CH:8][CH:7]=[CH:6][CH:5]=1.Br[CH2:35][C:36]1[CH:41]=[CH:40][C:39]([CH:42]2[CH2:47][CH2:46][CH2:45][CH2:44][CH2:43]2)=[CH:38][CH:37]=1. The catalyst is C1COCC1.CCOC(C)=O. The product is [CH:42]1([C:39]2[CH:40]=[CH:41][C:36]([CH2:35][N:16]([C:17]3[CH:31]=[CH:30][C:20]([CH2:21][P:22](=[O:29])([O:23][CH2:24][CH3:25])[O:26][CH2:27][CH3:28])=[CH:19][CH:18]=3)[C:14](=[O:15])[C:13]3[CH:32]=[CH:33][C:10]([O:3][C:4]4[CH:5]=[CH:6][CH:7]=[CH:8][CH:9]=4)=[CH:11][CH:12]=3)=[CH:37][CH:38]=2)[CH2:43][CH2:44][CH2:45][CH2:46][CH2:47]1. The yield is 0.690.